From a dataset of Retrosynthesis with 50K atom-mapped reactions and 10 reaction types from USPTO. Predict the reactants needed to synthesize the given product. Given the product OCc1cccc(N2CCN(C[C@H]3COc4ccccc4O3)CC2)c1, predict the reactants needed to synthesize it. The reactants are: ClCCN(CCCl)C[C@H]1COc2ccccc2O1.Nc1cccc(CO)c1.